Dataset: HIV replication inhibition screening data with 41,000+ compounds from the AIDS Antiviral Screen. Task: Binary Classification. Given a drug SMILES string, predict its activity (active/inactive) in a high-throughput screening assay against a specified biological target. (1) The compound is Cc1cn(C2CC(N=[N+]=[N-])C(COC(=O)CCOCCCCCCCCCl)O2)c(=O)[nH]c1=O. The result is 1 (active). (2) The drug is O=C(NNC(=S)NC1CC(c2ccccc2)Oc2ccccc21)c1ccccc1. The result is 0 (inactive). (3) The compound is CCOC(=O)c1[nH]c(Br)c(-c2ccc(Br)cc2)c1Br. The result is 0 (inactive). (4) The molecule is C#CC(C)(C)OCCCCOc1cc(O)c2c(=O)c3ccccc3n(C)c2c1. The result is 0 (inactive).